Regression. Given a peptide amino acid sequence and an MHC pseudo amino acid sequence, predict their binding affinity value. This is MHC class I binding data. From a dataset of Peptide-MHC class I binding affinity with 185,985 pairs from IEDB/IMGT. The peptide sequence is HTAAPWGSY. The MHC is HLA-A80:01 with pseudo-sequence HLA-A80:01. The binding affinity (normalized) is 0.480.